Dataset: M1 muscarinic receptor agonist screen with 61,833 compounds. Task: Binary Classification. Given a drug SMILES string, predict its activity (active/inactive) in a high-throughput screening assay against a specified biological target. (1) The compound is O=C(NCCc1ccc(OC)cc1)Cn1c2c(ncc1=O)cccc2. The result is 0 (inactive). (2) The result is 0 (inactive). The drug is O=C(N1CCCc2c1cccc2)CCCC(=O)N1CCCc2c1cccc2. (3) The drug is S(=O)(=O)(c1nc(oc1N1CCN(CC1)C)c1occc1)c1ccccc1. The result is 0 (inactive). (4) The molecule is Brc1cc(C2N(CCN(C)C)C(=O)c3oc4c(c(=O)c23)cc(Cl)cc4)ccc1. The result is 0 (inactive). (5) The compound is Clc1c(Cn2c(=O)c3c(n(\N=C(\OCC)C)c4nc5c(nc34)cccc5)nc2C)cccc1. The result is 0 (inactive). (6) The molecule is Clc1cc(NC(=O)CC(C)C)ccc1F. The result is 0 (inactive). (7) The compound is s1nnc(C(=O)NCc2ccc(OC)cc2)c1. The result is 0 (inactive). (8) The drug is O=c1n(c(=O)n(c2n(CC(=O)NCc3ccc(OC)cc3)cnc12)C)C. The result is 0 (inactive). (9) The molecule is O=C(NC1CCCC1)C(N(c1cc(ccc1)C)C(=O)CCC(=O)Nc1noc(c1)C)c1ccncc1. The result is 0 (inactive). (10) The drug is o1c2c(cc(CN3CCCC3)c(O)c2C)c2c(c1=O)cccc2. The result is 0 (inactive).